Task: Predict the product of the given reaction.. Dataset: Forward reaction prediction with 1.9M reactions from USPTO patents (1976-2016) (1) Given the reactants [Br:1][C:2]1[CH:7]=[C:6](Br)[C:5]([N+:9]([O-:11])=[O:10])=[CH:4][N:3]=1.C(N(CC)CC)C.[NH2:19][C:20]1[CH:25]=[CH:24][CH:23]=[CH:22][CH:21]=1, predict the reaction product. The product is: [Br:1][C:2]1[CH:7]=[C:6]([NH:19][C:20]2[CH:25]=[CH:24][CH:23]=[CH:22][CH:21]=2)[C:5]([N+:9]([O-:11])=[O:10])=[CH:4][N:3]=1. (2) The product is: [C:8]([C:6]1[CH:5]=[N:4][CH:3]=[C:2]([CH3:1])[CH:7]=1)#[CH:9]. Given the reactants [CH3:1][C:2]1[CH:3]=[N:4][CH:5]=[C:6]([C:8]#[C:9][Si](C)(C)C)[CH:7]=1.C([O-])([O-])=O.[K+].[K+], predict the reaction product. (3) The product is: [Cl:1][C:2]1[C:7]([C:8]2[CH:13]=[CH:12][CH:11]=[CH:10][CH:9]=2)=[N:6][N:5]=[C:4]2[N:14]([CH3:24])[N:15]=[C:16]([C:29]3[CH:30]=[CH:31][C:26]([Cl:25])=[CH:27][CH:28]=3)[C:3]=12. Given the reactants [Cl:1][C:2]1[C:7]([C:8]2[CH:13]=[CH:12][CH:11]=[CH:10][CH:9]=2)=[N:6][N:5]=[C:4]2[N:14]([CH3:24])[N:15]=[C:16](C3C=CC=CC=3Cl)[C:3]=12.[Cl:25][C:26]1[CH:31]=[CH:30][C:29](C2C=C(N)N(C)N=2)=[CH:28][CH:27]=1, predict the reaction product. (4) The product is: [CH3:1][O:2][C:3](=[O:28])[CH:4]([N:11]1[CH2:12][C:13]([O:20][C:21]2[CH:26]=[CH:25][CH:24]=[CH:23][C:22]=2[Cl:27])=[CH:14][C:15]1=[O:16])[CH2:5][CH2:6][C:7]([F:10])([F:9])[F:8]. Given the reactants [CH3:1][O:2][C:3](=[O:28])[CH:4]([NH:11][CH2:12][C:13]([O:20][C:21]1[CH:26]=[CH:25][CH:24]=[CH:23][C:22]=1[Cl:27])=[CH:14][C:15](OCC)=[O:16])[CH2:5][CH2:6][C:7]([F:10])([F:9])[F:8], predict the reaction product. (5) Given the reactants [Br:1][CH:2]([C:4]1[C:5](=O)[NH:6][C:7]2[C:12]([N:13]=1)=[CH:11][CH:10]=[C:9]([F:14])[CH:8]=2)[CH3:3].P(Cl)(Cl)([Cl:18])=O, predict the reaction product. The product is: [Br:1][CH:2]([C:4]1[C:5]([Cl:18])=[N:6][C:7]2[C:12](=[CH:11][CH:10]=[C:9]([F:14])[CH:8]=2)[N:13]=1)[CH3:3]. (6) Given the reactants C(OC(=O)[NH:7][C@H:8]([C:14]([N:16]1[CH2:19][C:18]([F:21])([F:20])[CH2:17]1)=[O:15])[CH2:9][CH2:10][CH2:11][CH2:12][NH2:13])(C)(C)C.[CH3:23][C:24]1[C:25]([C:35]([Cl:37])=[O:36])=[N:26][N:27]([C:29]2[CH:34]=[CH:33][CH:32]=[CH:31][CH:30]=2)[N:28]=1, predict the reaction product. The product is: [ClH:37].[NH2:7][C@H:8]([C:14]([N:16]1[CH2:17][C:18]([F:20])([F:21])[CH2:19]1)=[O:15])[CH2:9][CH2:10][CH2:11][CH2:12][NH:13][C:35]([C:25]1[C:24]([CH3:23])=[N:28][N:27]([C:29]2[CH:34]=[CH:33][CH:32]=[CH:31][CH:30]=2)[N:26]=1)=[O:36].